From a dataset of Full USPTO retrosynthesis dataset with 1.9M reactions from patents (1976-2016). Predict the reactants needed to synthesize the given product. (1) The reactants are: [CH3:1][O:2][C:3](=[O:22])[CH:4]([C:9]1[CH:14]=[CH:13][C:12]([NH2:15])=[C:11]([C:16]2[CH2:21][CH2:20][CH2:19][CH2:18][CH:17]=2)[CH:10]=1)[C:5]([O:7][CH3:8])=[O:6].[C:23]([C:25]1[N:26]=[C:27]([C:38]([O-])=[O:39])[N:28]([CH2:30][O:31][CH2:32][CH2:33][Si:34]([CH3:37])([CH3:36])[CH3:35])[CH:29]=1)#[N:24].[K+].F[P-](F)(F)(F)(F)F.Br[P+](N1CCCC1)(N1CCCC1)N1CCCC1.CCN(C(C)C)C(C)C. Given the product [CH3:1][O:2][C:3](=[O:22])[CH:4]([C:9]1[CH:14]=[CH:13][C:12]([NH:15][C:38]([C:27]2[N:28]([CH2:30][O:31][CH2:32][CH2:33][Si:34]([CH3:37])([CH3:36])[CH3:35])[CH:29]=[C:25]([C:23]#[N:24])[N:26]=2)=[O:39])=[C:11]([C:16]2[CH2:21][CH2:20][CH2:19][CH2:18][CH:17]=2)[CH:10]=1)[C:5]([O:7][CH3:8])=[O:6], predict the reactants needed to synthesize it. (2) Given the product [NH2:7][CH2:8][C:9]1[CH:10]=[C:11]([C:15]2[CH:20]=[CH:19][CH:18]=[C:17]([CH2:21][NH:22][C:23]3[N:28]=[C:27]([N:29]4[CH2:30][CH2:31][C:32]5[N:38]=[CH:37][NH:36][C:33]=5[CH2:34][CH2:35]4)[C:26]([C:39]#[N:40])=[CH:25][N:24]=3)[C:16]=2[CH3:41])[CH:12]=[CH:13][CH:14]=1, predict the reactants needed to synthesize it. The reactants are: C(OC(=O)[NH:7][CH2:8][C:9]1[CH:10]=[C:11]([C:15]2[CH:20]=[CH:19][CH:18]=[C:17]([CH2:21][NH:22][C:23]3[N:28]=[C:27]([N:29]4[CH2:35][CH2:34][C:33]5[N:36]=[CH:37][NH:38][C:32]=5[CH2:31][CH2:30]4)[C:26]([C:39]#[N:40])=[CH:25][N:24]=3)[C:16]=2[CH3:41])[CH:12]=[CH:13][CH:14]=1)(C)(C)C.Cl.O1CCOCC1. (3) The reactants are: [Cl:1][C:2]1[C:3]([N+:16]([O-])=O)=[CH:4][C:5]2[C:6](=[O:15])[C:7]3[N:8]([CH2:11][CH2:12][CH2:13][N:14]=3)[C:9]=2[CH:10]=1.O.O.Cl[Sn]Cl.CN(C=O)C. Given the product [NH2:16][C:3]1[C:2]([Cl:1])=[CH:10][C:9]2[N:8]3[CH2:11][CH2:12][CH2:13][N:14]=[C:7]3[C:6](=[O:15])[C:5]=2[CH:4]=1, predict the reactants needed to synthesize it. (4) The reactants are: [CH3:1][C:2]1([CH3:10])[CH2:7][C:6](=[O:8])O[C:4](=[O:9])[CH2:3]1.[CH3:11][N:12]([CH3:20])[C:13]1[CH:18]=[CH:17][C:16]([NH2:19])=[CH:15][CH:14]=1.S(Cl)(Cl)=O.C(=O)([O-])[O-].[K+].[K+]. Given the product [CH3:11][N:12]([CH3:20])[C:13]1[CH:18]=[CH:17][C:16]([N:19]2[C:4](=[O:9])[CH2:3][C:2]([CH3:1])([CH3:10])[CH2:7][C:6]2=[O:8])=[CH:15][CH:14]=1, predict the reactants needed to synthesize it. (5) The reactants are: [C:1]([O:5][C:6]([N:8]1[CH2:12][CH2:11][C@H:10]([C:13]([OH:15])=O)[CH2:9]1)=[O:7])([CH3:4])([CH3:3])[CH3:2].[CH3:16][C@H:17]1[CH2:21][CH2:20][CH2:19][NH:18]1.CN1CCOCC1.ON1C2C=CC=CC=2N=N1.CCN=C=NCCCN(C)C.Cl. Given the product [C:1]([O:5][C:6]([N:8]1[CH2:12][CH2:11][C@H:10]([C:13]([N:18]2[CH2:19][CH2:20][CH2:21][C@@H:17]2[CH3:16])=[O:15])[CH2:9]1)=[O:7])([CH3:2])([CH3:3])[CH3:4], predict the reactants needed to synthesize it. (6) Given the product [CH2:65]([O:64][C:63]([C@@H:62]([NH:72][C:73]([N:75]([CH2:81][CH2:82][N:83]([CH3:85])[CH3:84])[CH2:76][CH2:77][CH:78]([CH3:80])[CH3:79])=[O:74])[CH2:55][C:13]1[CH:14]=[CH:15][C:16]([C:19]2[CH:20]=[CH:21][CH:22]=[CH:23][CH:24]=2)=[CH:17][CH:18]=1)=[O:33])[C:66]1[CH:71]=[CH:70][CH:69]=[CH:68][CH:67]=1, predict the reactants needed to synthesize it. The reactants are: Cl.C(OC(=O)[C@H](C)N[C:13]1[CH:18]=[CH:17][C:16]([C:19]2[CH:24]=[CH:23][CH:22]=[CH:21][CH:20]=2)=[CH:15][CH:14]=1)C1C=CC=CC=1.N1C=CN=C1.C(N1C=CN=C1)(N1C=CN=C1)=[O:33].C(NCCN(C)C)CC(C)C.[CH2:55]([C@H:62]([NH:72][C:73]([N:75]([CH2:81][CH2:82][N:83]([CH3:85])[CH3:84])[CH2:76][CH2:77][CH:78]([CH3:80])[CH3:79])=[O:74])[CH2:63][O:64][CH2:65][C:66]1[CH:71]=[CH:70][CH:69]=[CH:68][CH:67]=1)C1C=CC=CC=1. (7) Given the product [NH:30]1[CH2:31][CH2:32][CH2:33][CH2:34][C@H:28]([NH:27][C:25]([C:12]2[CH:11]=[C:10]([C:7]3[CH:8]=[CH:9][C:4]([O:3][CH3:2])=[CH:5][CH:6]=3)[S:14][C:13]=2[NH:15][C:16]([NH:18][C:19]2[CH:24]=[N:23][CH:22]=[CH:21][N:20]=2)=[O:17])=[O:26])[CH2:29]1, predict the reactants needed to synthesize it. The reactants are: Cl.[CH3:2][O:3][C:4]1[CH:9]=[CH:8][C:7]([C:10]2[S:14][C:13]([NH:15][C:16]([NH:18][C:19]3[CH:24]=[N:23][CH:22]=[CH:21][N:20]=3)=[O:17])=[C:12]([C:25]([NH:27][C@H:28]3[CH2:34][CH2:33][CH2:32][CH2:31][N:30](C(OC(C)(C)C)=O)[CH2:29]3)=[O:26])[CH:11]=2)=[CH:6][CH:5]=1. (8) The reactants are: Br[C:2]1[CH:7]=[CH:6][C:5]([F:8])=[C:4]([N+:9]([O-:11])=[O:10])[CH:3]=1.[CH3:12][O:13][C:14]1[CH:15]=[C:16](B(O)O)[CH:17]=[CH:18][CH:19]=1.C(=O)([O-])[O-].[Na+].[Na+].C1(C)C=CC=CC=1. Given the product [F:8][C:5]1[CH:6]=[CH:7][C:2]([C:18]2[CH:17]=[CH:16][CH:15]=[C:14]([O:13][CH3:12])[CH:19]=2)=[CH:3][C:4]=1[N+:9]([O-:11])=[O:10], predict the reactants needed to synthesize it. (9) Given the product [CH3:15][O:14][C:12](=[O:13])[C:11]1[CH:16]=[CH:17][C:8]([Br:7])=[C:9]([O:18][CH2:22][CH2:21][O:20][CH3:19])[CH:10]=1, predict the reactants needed to synthesize it. The reactants are: C([O-])([O-])=O.[K+].[K+].[Br:7][C:8]1[CH:17]=[CH:16][C:11]([C:12]([O:14][CH3:15])=[O:13])=[CH:10][C:9]=1[OH:18].[CH3:19][O:20][CH2:21][CH2:22]Br. (10) Given the product [Br:1][C:2]1[CH:3]=[C:4]([N+:10]([O-:12])=[O:11])[C:5]([CH3:9])=[C:6]([OH:13])[CH:7]=1, predict the reactants needed to synthesize it. The reactants are: [Br:1][C:2]1[CH:3]=[C:4]([N+:10]([O-:12])=[O:11])[C:5]([CH3:9])=[C:6](N)[CH:7]=1.[OH:13]S(O)(=O)=O.N([O-])=O.[Na+].